Dataset: Hepatocyte clearance measurements from AstraZeneca. Task: Regression/Classification. Given a drug SMILES string, predict its absorption, distribution, metabolism, or excretion properties. Task type varies by dataset: regression for continuous measurements (e.g., permeability, clearance, half-life) or binary classification for categorical outcomes (e.g., BBB penetration, CYP inhibition). For this dataset (clearance_hepatocyte_az), we predict log10(clearance) (log10 of the in vitro intrinsic clearance, CLint, in uL/min per 10^6 hepatocytes; values are censored to the assay range of 3 to 150, which is 0.477 to 2.18 on this log10 scale). (1) The molecule is CCCCNC(=O)NS(=O)(=O)c1ccc(C)cc1. The log10(clearance) is 0.800. (2) The molecule is Cc1nc(CSc2nc(N[C@H](C)CO)c3sc(=O)[nH]c3n2)cs1. The log10(clearance) is 0.520.